From a dataset of NCI-60 drug combinations with 297,098 pairs across 59 cell lines. Regression. Given two drug SMILES strings and cell line genomic features, predict the synergy score measuring deviation from expected non-interaction effect. Drug 1: CC1=C2C(C(=O)C3(C(CC4C(C3C(C(C2(C)C)(CC1OC(=O)C(C(C5=CC=CC=C5)NC(=O)OC(C)(C)C)O)O)OC(=O)C6=CC=CC=C6)(CO4)OC(=O)C)O)C)O. Drug 2: CCN(CC)CCNC(=O)C1=C(NC(=C1C)C=C2C3=C(C=CC(=C3)F)NC2=O)C. Cell line: SF-539. Synergy scores: CSS=26.8, Synergy_ZIP=13.1, Synergy_Bliss=11.1, Synergy_Loewe=16.4, Synergy_HSA=12.9.